Dataset: Catalyst prediction with 721,799 reactions and 888 catalyst types from USPTO. Task: Predict which catalyst facilitates the given reaction. Reactant: [F-].C([N+](CCCC)(CCCC)CCCC)CCC.[Si]([O:26][C@H:27]([C@H:29]([N:36]1[CH:44]=[N:43][C:42]2[C:37]1=[N:38][CH:39]=[N:40][C:41]=2[NH2:45])[CH2:30][CH2:31][CH2:32][CH2:33][CH2:34][CH3:35])[CH3:28])(C(C)(C)C)(C)C.ClCCl.CO. Product: [NH2:45][C:41]1[N:40]=[CH:39][N:38]=[C:37]2[C:42]=1[N:43]=[CH:44][N:36]2[C@H:29]([CH2:30][CH2:31][CH2:32][CH2:33][CH2:34][CH3:35])[C@@H:27]([OH:26])[CH3:28]. The catalyst class is: 7.